This data is from Full USPTO retrosynthesis dataset with 1.9M reactions from patents (1976-2016). The task is: Predict the reactants needed to synthesize the given product. Given the product [C:1]([O:5][C:6]([N:8]1[CH:13]([CH2:14][CH3:15])[CH2:12][CH:11]([N:16]([CH2:17][C:18]2[CH:23]=[C:22]([C:24]([F:25])([F:26])[F:27])[CH:21]=[C:20]([C:28]([F:29])([F:30])[F:31])[CH:19]=2)[C:32]2[N:33]=[CH:34][C:35]([OH:38])=[CH:36][N:37]=2)[CH2:10][CH:9]1[CH2:46][C:47]1[CH:48]=[CH:49][CH:50]=[CH:51][CH:52]=1)=[O:7])([CH3:2])([CH3:3])[CH3:4], predict the reactants needed to synthesize it. The reactants are: [C:1]([O:5][C:6]([N:8]1[CH:13]([CH2:14][CH3:15])[CH2:12][CH:11]([N:16]([C:32]2[N:37]=[CH:36][C:35]([O:38]CC3C=CC=CC=3)=[CH:34][N:33]=2)[CH2:17][C:18]2[CH:23]=[C:22]([C:24]([F:27])([F:26])[F:25])[CH:21]=[C:20]([C:28]([F:31])([F:30])[F:29])[CH:19]=2)[CH2:10][CH:9]1[CH2:46][C:47]1[CH:52]=[CH:51][CH:50]=[CH:49][CH:48]=1)=[O:7])([CH3:4])([CH3:3])[CH3:2].